This data is from NCI-60 drug combinations with 297,098 pairs across 59 cell lines. The task is: Regression. Given two drug SMILES strings and cell line genomic features, predict the synergy score measuring deviation from expected non-interaction effect. (1) Drug 1: CN1CCC(CC1)COC2=C(C=C3C(=C2)N=CN=C3NC4=C(C=C(C=C4)Br)F)OC. Drug 2: CC1=C(C=C(C=C1)C(=O)NC2=CC(=CC(=C2)C(F)(F)F)N3C=C(N=C3)C)NC4=NC=CC(=N4)C5=CN=CC=C5. Cell line: UACC-257. Synergy scores: CSS=-1.75, Synergy_ZIP=0.633, Synergy_Bliss=-0.324, Synergy_Loewe=-5.93, Synergy_HSA=-4.02. (2) Drug 1: CC1=C(C(=CC=C1)Cl)NC(=O)C2=CN=C(S2)NC3=CC(=NC(=N3)C)N4CCN(CC4)CCO. Drug 2: C1=NNC2=C1C(=O)NC=N2. Cell line: BT-549. Synergy scores: CSS=-2.21, Synergy_ZIP=-0.892, Synergy_Bliss=-0.963, Synergy_Loewe=-10.9, Synergy_HSA=-5.79. (3) Synergy scores: CSS=1.89, Synergy_ZIP=-6.64, Synergy_Bliss=-8.13, Synergy_Loewe=-12.6, Synergy_HSA=-11.8. Drug 1: C1=CC(=CC=C1CCCC(=O)O)N(CCCl)CCCl. Drug 2: CC1=C(C(CCC1)(C)C)C=CC(=CC=CC(=CC(=O)O)C)C. Cell line: OVCAR3. (4) Drug 1: C1=CC(=CC=C1CCCC(=O)O)N(CCCl)CCCl. Drug 2: C1=CN(C=N1)CC(O)(P(=O)(O)O)P(=O)(O)O. Cell line: MDA-MB-231. Synergy scores: CSS=2.82, Synergy_ZIP=-8.08, Synergy_Bliss=-13.0, Synergy_Loewe=-12.4, Synergy_HSA=-11.1. (5) Drug 1: CNC(=O)C1=CC=CC=C1SC2=CC3=C(C=C2)C(=NN3)C=CC4=CC=CC=N4. Drug 2: C1=CC=C(C=C1)NC(=O)CCCCCCC(=O)NO. Cell line: NCI-H522. Synergy scores: CSS=27.3, Synergy_ZIP=1.76, Synergy_Bliss=7.80, Synergy_Loewe=8.07, Synergy_HSA=8.23. (6) Drug 1: CCC1(CC2CC(C3=C(CCN(C2)C1)C4=CC=CC=C4N3)(C5=C(C=C6C(=C5)C78CCN9C7C(C=CC9)(C(C(C8N6C=O)(C(=O)OC)O)OC(=O)C)CC)OC)C(=O)OC)O.OS(=O)(=O)O. Drug 2: C1C(C(OC1N2C=NC(=NC2=O)N)CO)O. Cell line: HT29. Synergy scores: CSS=8.25, Synergy_ZIP=-2.47, Synergy_Bliss=1.65, Synergy_Loewe=-4.40, Synergy_HSA=0.335. (7) Drug 1: CN(C)C1=NC(=NC(=N1)N(C)C)N(C)C. Drug 2: CN(CC1=CN=C2C(=N1)C(=NC(=N2)N)N)C3=CC=C(C=C3)C(=O)NC(CCC(=O)O)C(=O)O. Cell line: NCI-H322M. Synergy scores: CSS=4.08, Synergy_ZIP=5.44, Synergy_Bliss=10.6, Synergy_Loewe=7.17, Synergy_HSA=3.31.